From a dataset of Catalyst prediction with 721,799 reactions and 888 catalyst types from USPTO. Predict which catalyst facilitates the given reaction. (1) Reactant: [CH3:1][C@@H:2]([CH2:5][CH3:6])[CH2:3][OH:4].C(N(CC)CC)C.[CH3:14][S:15](Cl)(=[O:17])=[O:16]. Product: [CH3:14][S:15]([O:4][CH2:3][C@@H:2]([CH3:1])[CH2:5][CH3:6])(=[O:17])=[O:16]. The catalyst class is: 1. (2) Reactant: [NH2:1][C:2]1[CH:3]=[C:4]([CH:15]=[CH:16][C:17]=1[Cl:18])[C:5]([N:7]([CH3:14])[C:8]1[CH:13]=[CH:12][CH:11]=[CH:10][N:9]=1)=[O:6].[N:19]([C:22]1[CH:32]=[CH:31][CH:30]=[CH:29][C:23]=1[C:24](OCC)=[O:25])=[C:20]=[O:21]. Product: [Cl:18][C:17]1[CH:16]=[CH:15][C:4]([C:5]([N:7]([CH3:14])[C:8]2[CH:13]=[CH:12][CH:11]=[CH:10][N:9]=2)=[O:6])=[CH:3][C:2]=1[N:1]1[C:24](=[O:25])[C:23]2[C:22](=[CH:32][CH:31]=[CH:30][CH:29]=2)[NH:19][C:20]1=[O:21]. The catalyst class is: 251. (3) Reactant: [OH-].[Na+].[C:3]([CH:6]1[CH2:11][CH2:10][C:9]([CH2:12][O:13]C(=O)C2C=C([N+]([O-])=O)C=C([N+]([O-])=O)C=2)=[CH:8][CH2:7]1)([CH3:5])=[CH2:4]. Product: [CH3:5][C:3]([C@@H:6]1[CH2:7][CH:8]=[C:9]([CH2:12][OH:13])[CH2:10][CH2:11]1)=[CH2:4]. The catalyst class is: 5. (4) Reactant: Cl.[NH2:2][C:3]([NH2:5])=[NH:4].[H-].[Na+].[C:8]([O:12][C:13](=[O:32])[CH2:14][N:15]([S:17]([C:20]1[CH:29]=[C:28]2[C:23]([C:24]([Cl:31])=[CH:25][N:26]=[C:27]2Cl)=[CH:22][CH:21]=1)(=[O:19])=[O:18])[CH3:16])([CH3:11])([CH3:10])[CH3:9]. Product: [C:8]([O:12][C:13](=[O:32])[CH2:14][N:15]([S:17]([C:20]1[CH:29]=[C:28]2[C:23]([C:24]([Cl:31])=[CH:25][N:26]=[C:27]2[NH:4][C:3]([NH2:5])=[NH:2])=[CH:22][CH:21]=1)(=[O:18])=[O:19])[CH3:16])([CH3:11])([CH3:9])[CH3:10]. The catalyst class is: 57. (5) Reactant: C([N:8]1[C:17]2[C:12](=[CH:13][C:14]([O:18][C:19](=[O:32])[NH:20][C:21]3[CH:26]=[CH:25][C:24]([Cl:27])=[C:23]([C:28]([F:31])([F:30])[F:29])[CH:22]=3)=[CH:15][CH:16]=2)[CH2:11][CH2:10][CH2:9]1)C1C=CC=CC=1.[H][H]. Product: [NH:8]1[C:17]2[C:12](=[CH:13][C:14]([O:18][C:19](=[O:32])[NH:20][C:21]3[CH:26]=[CH:25][C:24]([Cl:27])=[C:23]([C:28]([F:29])([F:30])[F:31])[CH:22]=3)=[CH:15][CH:16]=2)[CH2:11][CH2:10][CH2:9]1. The catalyst class is: 29. (6) Reactant: [CH3:1][O:2][C:3]1[CH:4]=[C:5]([CH:27]=[C:28]([O:30][CH3:31])[CH:29]=1)[O:6][C@@H:7]([C@:11]1([C:21]2[CH:26]=[CH:25][CH:24]=[CH:23][CH:22]=2)[C:20]2[C:15](=[CH:16][CH:17]=[CH:18][CH:19]=2)[CH2:14][CH2:13][NH:12]1)[C:8]([OH:10])=[O:9].C1COCC1.Cl[Si](C)(C)C.[C:42]1([CH2:48][C:49](Cl)=[O:50])[CH:47]=[CH:46][CH:45]=[CH:44][CH:43]=1. Product: [CH3:1][O:2][C:3]1[CH:4]=[C:5]([CH:27]=[C:28]([O:30][CH3:31])[CH:29]=1)[O:6][C@@H:7]([C@:11]1([C:21]2[CH:22]=[CH:23][CH:24]=[CH:25][CH:26]=2)[C:20]2[C:15](=[CH:16][CH:17]=[CH:18][CH:19]=2)[CH2:14][CH2:13][N:12]1[C:49](=[O:50])[CH2:48][C:42]1[CH:47]=[CH:46][CH:45]=[CH:44][CH:43]=1)[C:8]([OH:10])=[O:9]. The catalyst class is: 34.